This data is from Merck oncology drug combination screen with 23,052 pairs across 39 cell lines. The task is: Regression. Given two drug SMILES strings and cell line genomic features, predict the synergy score measuring deviation from expected non-interaction effect. (1) Drug 1: C=CCn1c(=O)c2cnc(Nc3ccc(N4CCN(C)CC4)cc3)nc2n1-c1cccc(C(C)(C)O)n1. Drug 2: Cc1nc(Nc2ncc(C(=O)Nc3c(C)cccc3Cl)s2)cc(N2CCN(CCO)CC2)n1. Cell line: OCUBM. Synergy scores: synergy=22.3. (2) Drug 1: COC12C(COC(N)=O)C3=C(C(=O)C(C)=C(N)C3=O)N1CC1NC12. Drug 2: NC1(c2ccc(-c3nc4ccn5c(=O)[nH]nc5c4cc3-c3ccccc3)cc2)CCC1. Cell line: LOVO. Synergy scores: synergy=21.3. (3) Drug 1: NC(=O)c1cccc2cn(-c3ccc(C4CCCNC4)cc3)nc12. Drug 2: COC1=C2CC(C)CC(OC)C(O)C(C)C=C(C)C(OC(N)=O)C(OC)C=CC=C(C)C(=O)NC(=CC1=O)C2=O. Cell line: PA1. Synergy scores: synergy=9.54. (4) Drug 1: CCN(CC)CCNC(=O)c1c(C)[nH]c(C=C2C(=O)Nc3ccc(F)cc32)c1C. Drug 2: NC1(c2ccc(-c3nc4ccn5c(=O)[nH]nc5c4cc3-c3ccccc3)cc2)CCC1. Cell line: HT29. Synergy scores: synergy=33.7. (5) Drug 1: O=S1(=O)NC2(CN1CC(F)(F)F)C1CCC2Cc2cc(C=CCN3CCC(C(F)(F)F)CC3)ccc2C1. Drug 2: CS(=O)(=O)CCNCc1ccc(-c2ccc3ncnc(Nc4ccc(OCc5cccc(F)c5)c(Cl)c4)c3c2)o1. Cell line: OCUBM. Synergy scores: synergy=18.9. (6) Drug 1: CN(Cc1cnc2nc(N)nc(N)c2n1)c1ccc(C(=O)NC(CCC(=O)O)C(=O)O)cc1. Drug 2: O=C(CCCCCCC(=O)Nc1ccccc1)NO. Cell line: NCIH520. Synergy scores: synergy=-20.0. (7) Drug 1: O=P1(N(CCCl)CCCl)NCCCO1. Drug 2: C=CCn1c(=O)c2cnc(Nc3ccc(N4CCN(C)CC4)cc3)nc2n1-c1cccc(C(C)(C)O)n1. Cell line: ZR751. Synergy scores: synergy=0.0691. (8) Drug 1: CN1C(=O)C=CC2(C)C3CCC4(C)C(NC(=O)OCC(F)(F)F)CCC4C3CCC12. Drug 2: NC(=O)c1cccc2cn(-c3ccc(C4CCCNC4)cc3)nc12. Cell line: COLO320DM. Synergy scores: synergy=15.3. (9) Drug 1: CCN(CC)CCNC(=O)c1c(C)[nH]c(C=C2C(=O)Nc3ccc(F)cc32)c1C. Drug 2: NC1(c2ccc(-c3nc4ccn5c(=O)[nH]nc5c4cc3-c3ccccc3)cc2)CCC1. Cell line: A427. Synergy scores: synergy=18.0.